From a dataset of NCI-60 drug combinations with 297,098 pairs across 59 cell lines. Regression. Given two drug SMILES strings and cell line genomic features, predict the synergy score measuring deviation from expected non-interaction effect. (1) Drug 1: CC12CCC3C(C1CCC2=O)CC(=C)C4=CC(=O)C=CC34C. Drug 2: C1CC(=O)NC(=O)C1N2C(=O)C3=CC=CC=C3C2=O. Cell line: NCIH23. Synergy scores: CSS=57.8, Synergy_ZIP=0.473, Synergy_Bliss=1.55, Synergy_Loewe=0.146, Synergy_HSA=2.39. (2) Drug 1: C1=NC(=NC(=O)N1C2C(C(C(O2)CO)O)O)N. Drug 2: CC1C(C(CC(O1)OC2CC(OC(C2O)C)OC3=CC4=CC5=C(C(=O)C(C(C5)C(C(=O)C(C(C)O)O)OC)OC6CC(C(C(O6)C)O)OC7CC(C(C(O7)C)O)OC8CC(C(C(O8)C)O)(C)O)C(=C4C(=C3C)O)O)O)O. Cell line: NCI-H226. Synergy scores: CSS=41.1, Synergy_ZIP=-4.72, Synergy_Bliss=-2.20, Synergy_Loewe=-16.3, Synergy_HSA=-0.931. (3) Drug 1: CS(=O)(=O)C1=CC(=C(C=C1)C(=O)NC2=CC(=C(C=C2)Cl)C3=CC=CC=N3)Cl. Drug 2: CC1OCC2C(O1)C(C(C(O2)OC3C4COC(=O)C4C(C5=CC6=C(C=C35)OCO6)C7=CC(=C(C(=C7)OC)O)OC)O)O. Cell line: HOP-62. Synergy scores: CSS=58.4, Synergy_ZIP=7.70, Synergy_Bliss=6.76, Synergy_Loewe=-21.2, Synergy_HSA=6.49. (4) Drug 1: CC(CN1CC(=O)NC(=O)C1)N2CC(=O)NC(=O)C2. Drug 2: C1CC(=O)NC(=O)C1N2C(=O)C3=CC=CC=C3C2=O. Cell line: UACC-257. Synergy scores: CSS=3.86, Synergy_ZIP=-1.44, Synergy_Bliss=1.76, Synergy_Loewe=1.07, Synergy_HSA=0.717.